Dataset: Catalyst prediction with 721,799 reactions and 888 catalyst types from USPTO. Task: Predict which catalyst facilitates the given reaction. (1) Reactant: [C:1]([C:4]1[CH:5]=[CH:6][C:7]([Cl:15])=[C:8]([CH2:10][NH:11][C:12](=[O:14])[CH3:13])[CH:9]=1)(=[O:3])[CH3:2].CO[CH:18](OC)[N:19]([CH3:21])[CH3:20]. Product: [Cl:15][C:7]1[CH:6]=[CH:5][C:4]([C:1](=[O:3])[CH:2]=[CH:18][N:19]([CH3:21])[CH3:20])=[CH:9][C:8]=1[CH2:10][NH:11][C:12](=[O:14])[CH3:13]. The catalyst class is: 11. (2) Reactant: C(O)(=O)C.[CH2:5]([O:12][CH:13]1[C@@H:18]([NH:19]C(=O)OC(C)(C)C)[C@H:17]([O:27][CH2:28][C:29]2[CH:34]=[CH:33][CH:32]=[CH:31][CH:30]=2)[C@@H:16]([O:35][CH2:36][C:37]2[CH:42]=[CH:41][CH:40]=[CH:39][CH:38]=2)[C@@H:15]([CH2:43][O:44][CH2:45][C:46]2[CH:51]=[CH:50][CH:49]=[CH:48][CH:47]=2)[O:14]1)[C:6]1[CH:11]=[CH:10][CH:9]=[CH:8][CH:7]=1.FC(F)(F)C(O)=O. Product: [CH2:5]([O:12][CH:13]1[C@@H:18]([NH2:19])[C@H:17]([O:27][CH2:28][C:29]2[CH:34]=[CH:33][CH:32]=[CH:31][CH:30]=2)[C@@H:16]([O:35][CH2:36][C:37]2[CH:38]=[CH:39][CH:40]=[CH:41][CH:42]=2)[C@@H:15]([CH2:43][O:44][CH2:45][C:46]2[CH:47]=[CH:48][CH:49]=[CH:50][CH:51]=2)[O:14]1)[C:6]1[CH:7]=[CH:8][CH:9]=[CH:10][CH:11]=1. The catalyst class is: 6. (3) Reactant: [Li+].[CH3:2]C([N-]C(C)C)C.[C:9]([O:14][CH2:15][CH3:16])(=[O:13])[CH:10]([CH3:12])[CH3:11].[CH2:17](Cl)[C:18]#[C:19][CH2:20]C.O. Product: [CH3:11][C:10]([CH3:2])([CH2:12][C:17]#[C:18][CH2:19][CH3:20])[C:9]([O:14][CH2:15][CH3:16])=[O:13]. The catalyst class is: 1. (4) Product: [OH:3][C:1]([C:4]1[C:12]2[O:11][CH2:10][C@H:9]([C:13]3[CH:18]=[CH:17][C:16]([CH:19]([CH3:20])[CH3:21])=[CH:15][CH:14]=3)[C:8]=2[C:7]([CH3:22])=[C:6]([NH:23][C:24](=[O:30])[CH2:25][C:26]([CH3:29])([CH3:28])[CH3:27])[C:5]=1[CH3:31])([CH3:32])[CH3:2]. Reactant: [C:1]([C:4]1[C:12]2[O:11][CH2:10][C@H:9]([C:13]3[CH:18]=[CH:17][C:16]([CH:19]([CH3:21])[CH3:20])=[CH:15][CH:14]=3)[C:8]=2[C:7]([CH3:22])=[C:6]([NH:23][C:24](=[O:30])[CH2:25][C:26]([CH3:29])([CH3:28])[CH3:27])[C:5]=1[CH3:31])(=[O:3])[CH3:2].[C:32](OCC)(=O)C.CCCCCC. The catalyst class is: 22.